From a dataset of NCI-60 drug combinations with 297,098 pairs across 59 cell lines. Regression. Given two drug SMILES strings and cell line genomic features, predict the synergy score measuring deviation from expected non-interaction effect. Drug 2: CC1=C(C(=CC=C1)Cl)NC(=O)C2=CN=C(S2)NC3=CC(=NC(=N3)C)N4CCN(CC4)CCO. Cell line: SF-295. Drug 1: CN1C(=O)N2C=NC(=C2N=N1)C(=O)N. Synergy scores: CSS=3.72, Synergy_ZIP=-2.49, Synergy_Bliss=-3.70, Synergy_Loewe=-3.47, Synergy_HSA=-2.79.